This data is from Forward reaction prediction with 1.9M reactions from USPTO patents (1976-2016). The task is: Predict the product of the given reaction. (1) Given the reactants [ClH:1].[C:2]([O:6][C:7]([NH:9][CH2:10][C@H:11]1[CH2:16][CH2:15][C@H:14]([C:17]([NH:19][C@H:20]([C:41]([NH:43][C:44]2[CH:49]=[CH:48][C:47]([C:50]3[NH:54][N:53]=[C:52]([C:55]([F:63])([F:62])[C:56]([F:61])([F:60])[C:57]([OH:59])=[O:58])[N:51]=3)=[CH:46][CH:45]=2)=[O:42])[CH2:21][C:22]2[CH:27]=[CH:26][CH:25]=[C:24]([C:28]3[CH:29]=[N:30][C:31]([O:34][CH2:35][CH2:36][CH2:37][N:38]([CH3:40])[CH3:39])=[CH:32][CH:33]=3)[CH:23]=2)=[O:18])[CH2:13][CH2:12]1)=[O:8])([CH3:5])([CH3:4])[CH3:3], predict the reaction product. The product is: [ClH:1].[C:2]([O:6][C:7]([NH:9][CH2:10][C@H:11]1[CH2:12][CH2:13][C@H:14]([C:17]([NH:19][C@H:20]([C:41]([NH:43][C:44]2[CH:49]=[CH:48][C:47]([C:50]3[NH:54][N:53]=[C:52]([C:55]([F:62])([F:63])[C:56]([F:61])([F:60])[C:57]([OH:59])=[O:58])[N:51]=3)=[CH:46][CH:45]=2)=[O:42])[CH2:21][C:22]2[CH:27]=[CH:26][CH:25]=[C:24]([C:28]3[CH:29]=[N:30][C:31]([O:34][CH2:35][CH2:36][CH2:37][N:38]([CH3:39])[CH3:40])=[CH:32][CH:33]=3)[CH:23]=2)=[O:18])[CH2:15][CH2:16]1)=[O:8])([CH3:5])([CH3:3])[CH3:4]. (2) Given the reactants [CH2:1](O)[C:2](N)(CO)[CH2:3][OH:4].Cl.[Na+:10].[Cl-].C(OP(F)(OC(C)C)=O)(C)C.CC([C@H](NC([C@@H](NC(N[C@H:55]([C:63](O)=O)[CH2:56][C:57]1[CH:58]=[CH:59][CH:60]=[CH:61][CH:62]=1)=O)CCCNC(N)=N)=O)C(N[C@H](C=O)CCCNC(N)=N)=O)C.C1(C[S:73](F)(=[O:75])=[O:74])C=CC=CC=1.CC1C=CC(S(N[C@H](C(CCl)=O)CCCCN)(=O)=[O:85])=CC=1.CC(C[C@H](NC(C)=O)C(N[C@H](C(N[C@H](C(O)=O)CCCN=C(N)N)=O)CC(C)C)=O)C.C[C@H](NC(C[C@H](O)[C@@H](NC([C@@H](NC([C@@H](NC(CC(C)C)=O)C(C)C)=O)C(C)C)=O)CC(C)C)=O)C(N[C@H]([C@@H](O)CC(O)=O)CC(C)C)=O.CCC(COC(C(N(CC[NH+](C)C)C)=O)(C1C=CC=CC=1)C1C=CC=CC=1)CC.[Cl-], predict the reaction product. The product is: [CH3:63][CH2:55][CH2:56][CH2:57][CH2:62][CH2:61][CH2:60][CH2:59][CH2:58][CH2:1][CH2:2][CH2:3][O:4][S:73]([O-:75])(=[O:85])=[O:74].[Na+:10]. (3) The product is: [CH2:30]([N:10]1[C:11]2[C:16](=[CH:15][CH:14]=[CH:13][CH:12]=2)[C:8](=[CH:7][C:3]2[N:2]([CH3:1])[CH:6]=[CH:5][N:4]=2)[C:9]1=[O:17])[C:31]1[CH:36]=[CH:35][CH:34]=[CH:33][CH:32]=1. Given the reactants [CH3:1][N:2]1[CH:6]=[CH:5][N:4]=[C:3]1[CH:7]=[C:8]1[C:16]2[C:11](=[CH:12][CH:13]=[CH:14][CH:15]=2)[NH:10][C:9]1=[O:17].CN(C=O)C.C(=O)([O-])[O-].[K+].[K+].Br[CH2:30][C:31]1[CH:36]=[CH:35][CH:34]=[CH:33][CH:32]=1, predict the reaction product. (4) Given the reactants [OH:1][CH2:2][C@H:3]1[NH:7][C:6](=[O:8])[CH2:5][CH2:4]1.C(N(CC)CC)C.[CH3:16][S:17](Cl)(=[O:19])=[O:18], predict the reaction product. The product is: [O:8]=[C:6]1[NH:7][C@H:3]([CH2:2][O:1][S:17]([CH3:16])(=[O:19])=[O:18])[CH2:4][CH2:5]1.